This data is from Reaction yield outcomes from USPTO patents with 853,638 reactions. The task is: Predict the reaction yield, written as a fraction of the theoretical maximum amount of product (1.0 means a 100% yield; for example, 0.34 means a 34% yield). The reactants are [CH2:1]([O:3][C:4]1[CH:13]=[CH:12][C:7]2[N:8]=[C:9]([NH2:11])[S:10][C:6]=2[CH:5]=1)[CH3:2].[F:14][C:15]([F:26])([F:25])[C:16]1[CH:17]=[C:18]([CH:22]=[CH:23][CH:24]=1)[C:19](Cl)=[O:20].Br[CH:28]([CH3:34])[C:29]([O:31]CC)=[O:30].COC1C=CC2N=C(N)SC=2C=1.ClC1C=C(C=CC=1)C(Cl)=O.BrCC(OCC)=O. No catalyst specified. The product is [CH2:1]([O:3][C:4]1[CH:13]=[CH:12][C:7]2[N:8]([CH:28]([CH3:34])[C:29]([OH:31])=[O:30])[C:9](=[N:11][C:19](=[O:20])[C:18]3[CH:22]=[CH:23][CH:24]=[C:16]([C:15]([F:26])([F:25])[F:14])[CH:17]=3)[S:10][C:6]=2[CH:5]=1)[CH3:2]. The yield is 0.260.